Dataset: CYP1A2 inhibition data for predicting drug metabolism from PubChem BioAssay. Task: Regression/Classification. Given a drug SMILES string, predict its absorption, distribution, metabolism, or excretion properties. Task type varies by dataset: regression for continuous measurements (e.g., permeability, clearance, half-life) or binary classification for categorical outcomes (e.g., BBB penetration, CYP inhibition). Dataset: cyp1a2_veith. (1) The compound is CC(C)CO/N=C1/C[C@@H](O)[C@@H](O)[C@@H]2[C@@H]3C(=O)N(Cc4ccc5c(c4)OCO5)C(=O)[C@H]3CC[C@@H]12. The result is 0 (non-inhibitor). (2) The molecule is O=C(Nc1cccc(Cl)c1N1CCCC1)c1cccc(-c2cc3ccccc3oc2=O)c1. The result is 1 (inhibitor). (3) The compound is Cc1ccccc1-c1nccc(NCCN2CCOCC2)n1. The result is 1 (inhibitor). (4) The compound is C[N@+]1(CCC(=O)c2ccccc2)CC[C@H]2CC[C@H](C2)C1. The result is 0 (non-inhibitor). (5) The drug is COC(=O)CSc1nnc2n(C3CCCCC3)c(=O)c3c4c(sc3n12)CCCC4. The result is 1 (inhibitor).